Dataset: Forward reaction prediction with 1.9M reactions from USPTO patents (1976-2016). Task: Predict the product of the given reaction. (1) Given the reactants [CH2:1]([O:3][C:4]([C:6]1[C:14]2[CH2:13][CH2:12][NH:11][C:10](=[O:15])[C:9]=2[N:8]([C:16]2[CH:21]=[CH:20][C:19]([O:22][CH3:23])=[CH:18][CH:17]=2)[N:7]=1)=[O:5])[CH3:2].[C:24]([O:28][C:29](=[O:41])[CH2:30][C:31]1([C:34]2[CH:39]=[CH:38][C:37](I)=[CH:36][CH:35]=2)[CH2:33][CH2:32]1)([CH3:27])([CH3:26])[CH3:25], predict the reaction product. The product is: [CH2:1]([O:3][C:4]([C:6]1[C:14]2[CH2:13][CH2:12][N:11]([C:37]3[CH:38]=[CH:39][C:34]([C:31]4([CH2:30][C:29]([O:28][C:24]([CH3:27])([CH3:26])[CH3:25])=[O:41])[CH2:32][CH2:33]4)=[CH:35][CH:36]=3)[C:10](=[O:15])[C:9]=2[N:8]([C:16]2[CH:17]=[CH:18][C:19]([O:22][CH3:23])=[CH:20][CH:21]=2)[N:7]=1)=[O:5])[CH3:2]. (2) Given the reactants N#N.[NH:3]1[C:7]2[CH:8]=[CH:9][CH:10]=[CH:11][C:6]=2[N:5]=[C:4]1[C@H:12]([NH:22]C(=O)OC(C)(C)C)[CH2:13][C:14]1[CH:19]=[CH:18][C:17]([CH2:20][F:21])=[CH:16][CH:15]=1.Cl, predict the reaction product. The product is: [NH:3]1[C:7]2[CH:8]=[CH:9][CH:10]=[CH:11][C:6]=2[N:5]=[C:4]1[C@H:12]([NH2:22])[CH2:13][C:14]1[CH:19]=[CH:18][C:17]([CH2:20][F:21])=[CH:16][CH:15]=1.